Dataset: NCI-60 drug combinations with 297,098 pairs across 59 cell lines. Task: Regression. Given two drug SMILES strings and cell line genomic features, predict the synergy score measuring deviation from expected non-interaction effect. Drug 1: CN(C)N=NC1=C(NC=N1)C(=O)N. Drug 2: C1CC(C1)(C(=O)O)C(=O)O.[NH2-].[NH2-].[Pt+2]. Cell line: NCI-H226. Synergy scores: CSS=11.0, Synergy_ZIP=-2.72, Synergy_Bliss=-0.848, Synergy_Loewe=-9.24, Synergy_HSA=-2.60.